From a dataset of NCI-60 drug combinations with 297,098 pairs across 59 cell lines. Regression. Given two drug SMILES strings and cell line genomic features, predict the synergy score measuring deviation from expected non-interaction effect. Drug 1: CC1=C(C=C(C=C1)NC(=O)C2=CC=C(C=C2)CN3CCN(CC3)C)NC4=NC=CC(=N4)C5=CN=CC=C5. Drug 2: C(CC(=O)O)C(=O)CN.Cl. Cell line: SF-539. Synergy scores: CSS=10.4, Synergy_ZIP=-0.639, Synergy_Bliss=1.59, Synergy_Loewe=-0.892, Synergy_HSA=1.33.